From a dataset of Full USPTO retrosynthesis dataset with 1.9M reactions from patents (1976-2016). Predict the reactants needed to synthesize the given product. Given the product [CH3:2][O:3][C:4]1[CH:9]=[CH:8][C:7]([C:10]([F:11])([F:13])[F:12])=[CH:6][C:5]=1[N:14]1[CH2:15][CH2:16][N:17]([CH2:21][CH2:22][N:23]2[C:27]3[CH:28]=[CH:29][CH:30]=[CH:31][C:26]=3[NH:25][C:24]2=[O:32])[CH2:18][CH2:19]1, predict the reactants needed to synthesize it. The reactants are: Cl.[CH3:2][O:3][C:4]1[CH:9]=[CH:8][C:7]([C:10]([F:13])([F:12])[F:11])=[CH:6][C:5]=1[N:14]1[CH2:19][CH2:18][NH:17][CH2:16][CH2:15]1.Cl[CH2:21][CH2:22][N:23]1[C:27]2[CH:28]=[CH:29][CH:30]=[CH:31][C:26]=2[NH:25][C:24]1=[O:32].C(=O)([O-])[O-].[K+].[K+].